From a dataset of Full USPTO retrosynthesis dataset with 1.9M reactions from patents (1976-2016). Predict the reactants needed to synthesize the given product. (1) Given the product [F:1][C:2]1[CH:3]=[C:4]([CH:14]([NH:16][C:17]([C:19]2[N:20]=[C:21]([O:35][C:31]3[CH:30]=[C:29]4[C:34](=[CH:33][CH:32]=3)[N:25]=[CH:26][CH:27]=[CH:28]4)[O:22][CH:23]=2)=[O:18])[CH3:15])[CH:5]=[C:6]([F:13])[C:7]=1[NH:8][S:9]([CH3:12])(=[O:11])=[O:10], predict the reactants needed to synthesize it. The reactants are: [F:1][C:2]1[CH:3]=[C:4]([CH:14]([NH:16][C:17]([C:19]2[N:20]=[C:21](Cl)[O:22][CH:23]=2)=[O:18])[CH3:15])[CH:5]=[C:6]([F:13])[C:7]=1[NH:8][S:9]([CH3:12])(=[O:11])=[O:10].[N:25]1[C:34]2[C:29](=[CH:30][C:31]([OH:35])=[CH:32][CH:33]=2)[CH:28]=[CH:27][CH:26]=1. (2) Given the product [Cl:1][C:2]1[C:7]([O:8][CH3:9])=[CH:6][C:5]([O:10][CH3:11])=[CH:4][C:3]=1[C:12]1[C:24](=[O:25])[N:23]([CH2:26][CH2:27][C:28]2[CH:33]=[CH:32][C:31]([NH:34][C:35](=[O:41])[O:36][C:37]([CH3:40])([CH3:39])[CH3:38])=[CH:30][CH:29]=2)[C:15]2[N:16]=[C:17]([NH:51][CH2:52][C:53]([OH:55])([CH3:56])[CH3:54])[N:18]=[CH:19][C:14]=2[CH:13]=1, predict the reactants needed to synthesize it. The reactants are: [Cl:1][C:2]1[C:7]([O:8][CH3:9])=[CH:6][C:5]([O:10][CH3:11])=[CH:4][C:3]=1[C:12]1[C:24](=[O:25])[N:23]([CH2:26][CH2:27][C:28]2[CH:33]=[CH:32][C:31]([NH:34][C:35](=[O:41])[O:36][C:37]([CH3:40])([CH3:39])[CH3:38])=[CH:30][CH:29]=2)[C:15]2[N:16]=[C:17](S(C)=O)[N:18]=[CH:19][C:14]=2[CH:13]=1.CCN(C(C)C)C(C)C.[NH2:51][CH2:52][C:53]([CH3:56])([OH:55])[CH3:54].O.